This data is from Full USPTO retrosynthesis dataset with 1.9M reactions from patents (1976-2016). The task is: Predict the reactants needed to synthesize the given product. (1) Given the product [NH:22]([C:42]([O:44][C:45]([CH3:48])([CH3:47])[CH3:46])=[O:43])[C@H:23]([C:32]([NH:1][C@H:2]([C:12]([OH:14])=[O:13])[CH2:3][S:4][CH2:5][C:6]1[CH:7]=[CH:8][CH:9]=[CH:10][CH:11]=1)=[O:33])[CH2:24][C:25](=[O:31])[O:26][C:27]([CH3:30])([CH3:28])[CH3:29], predict the reactants needed to synthesize it. The reactants are: [NH2:1][C@H:2]([C:12]([OH:14])=[O:13])[CH2:3][S:4][CH2:5][C:6]1[CH:11]=[CH:10][CH:9]=[CH:8][CH:7]=1.O.N1C=CC=CC=1.[NH:22]([C:42]([O:44][C:45]([CH3:48])([CH3:47])[CH3:46])=[O:43])[C@H:23]([C:32](ON1C(=O)CCC1=O)=[O:33])[CH2:24][C:25](=[O:31])[O:26][C:27]([CH3:30])([CH3:29])[CH3:28]. (2) Given the product [CH3:30][O:31][N:32]([CH3:33])[C:17](=[O:19])[C:16]1[CH:15]=[CH:14][C:13]([O:12][CH2:11][C:2]2[CH:3]=[CH:4][C:5]3[C:10](=[CH:9][CH:8]=[CH:7][CH:6]=3)[N:1]=2)=[CH:21][CH:20]=1, predict the reactants needed to synthesize it. The reactants are: [N:1]1[C:10]2[C:5](=[CH:6][CH:7]=[CH:8][CH:9]=2)[CH:4]=[CH:3][C:2]=1[CH2:11][O:12][C:13]1[CH:21]=[CH:20][C:16]([C:17]([OH:19])=O)=[CH:15][CH:14]=1.C(N(CC)CC)C.Cl.[CH3:30][O:31][NH:32][CH3:33]. (3) Given the product [Br:25][C:26]1[N:31]=[C:30]([NH:32][C:14]([C@@H:9]2[CH2:10][C@@H:11]([F:13])[CH2:12][N:8]2[C:6]([O:5][C:1]([CH3:2])([CH3:3])[CH3:4])=[O:7])=[O:16])[CH:29]=[CH:28][CH:27]=1, predict the reactants needed to synthesize it. The reactants are: [C:1]([O:5][C:6]([N:8]1[CH2:12][C@H:11]([F:13])[CH2:10][C@H:9]1[C:14]([OH:16])=O)=[O:7])([CH3:4])([CH3:3])[CH3:2].ClC(N(C)C)=C(C)C.[Br:25][C:26]1[N:31]=[C:30]([NH2:32])[CH:29]=[CH:28][CH:27]=1.CCN(C(C)C)C(C)C.